Dataset: Forward reaction prediction with 1.9M reactions from USPTO patents (1976-2016). Task: Predict the product of the given reaction. (1) Given the reactants Br[CH2:2][CH:3]([C:5]1[CH:10]=[CH:9][CH:8]=[CH:7][C:6]=1[F:11])[F:4].CC(C)([O-])C.[K+], predict the reaction product. The product is: [F:11][C:6]1[CH:7]=[CH:8][CH:9]=[CH:10][C:5]=1[C:3]([F:4])=[CH2:2]. (2) Given the reactants [CH3:1][S:2]([C:5]1[CH:10]=[CH:9][C:8]([C:11]2[C:12]3[N:13]([N:21]=[C:22]([NH2:24])[N:23]=3)[CH:14]=[C:15]([C:17]([F:20])([F:19])[F:18])[CH:16]=2)=[CH:7][CH:6]=1)(=[O:4])=[O:3].Br[C:26]1[CH:27]=[CH:28][C:29]([N:32]2[CH2:37][CH2:36][N:35]([CH3:38])[CH2:34][CH2:33]2)=[N:30][CH:31]=1, predict the reaction product. The product is: [CH3:1][S:2]([C:5]1[CH:10]=[CH:9][C:8]([C:11]2[C:12]3[N:13]([N:21]=[C:22]([NH:24][C:26]4[CH:31]=[N:30][C:29]([N:32]5[CH2:33][CH2:34][N:35]([CH3:38])[CH2:36][CH2:37]5)=[CH:28][CH:27]=4)[N:23]=3)[CH:14]=[C:15]([C:17]([F:19])([F:20])[F:18])[CH:16]=2)=[CH:7][CH:6]=1)(=[O:3])=[O:4]. (3) Given the reactants [NH4+:1].[Cl-].C[Al](C)C.[Cl:7][C:8]1[C:13]([Cl:14])=[CH:12][CH:11]=[CH:10][C:9]=1[CH2:15][C:16]#[N:17], predict the reaction product. The product is: [ClH:7].[Cl:7][C:8]1[C:13]([Cl:14])=[CH:12][CH:11]=[CH:10][C:9]=1[CH2:15][C:16]([NH2:1])=[NH:17]. (4) Given the reactants [Br:1][C:2]1[CH:3]=[C:4]([CH:8]=[C:9]([Br:11])[CH:10]=1)[C:5]([OH:7])=O.[NH2:12][C:13]1[C:18](O)=[CH:17][CH:16]=[CH:15][N:14]=1, predict the reaction product. The product is: [Br:11][C:9]1[CH:8]=[C:4]([C:5]2[O:7][C:18]3[C:13]([N:12]=2)=[N:14][CH:15]=[CH:16][CH:17]=3)[CH:3]=[C:2]([Br:1])[CH:10]=1. (5) Given the reactants [CH3:1][C:2]([Si:5]([C:28]1[CH:33]=[CH:32][CH:31]=[CH:30][CH:29]=1)([C:22]1[CH:27]=[CH:26][CH:25]=[CH:24][CH:23]=1)[O:6][CH2:7][C@@H:8]1[CH2:13][CH2:12][C@H:11]([CH3:14])[CH2:10][N:9]1C(OC(C)(C)C)=O)([CH3:4])[CH3:3].C(O)(C(F)(F)F)=O, predict the reaction product. The product is: [CH3:1][C:2]([Si:5]([C:22]1[CH:27]=[CH:26][CH:25]=[CH:24][CH:23]=1)([C:28]1[CH:29]=[CH:30][CH:31]=[CH:32][CH:33]=1)[O:6][CH2:7][C@@H:8]1[CH2:13][CH2:12][C@H:11]([CH3:14])[CH2:10][NH:9]1)([CH3:3])[CH3:4].